From a dataset of Full USPTO retrosynthesis dataset with 1.9M reactions from patents (1976-2016). Predict the reactants needed to synthesize the given product. (1) Given the product [C:1]([C:5]1[CH:19]=[CH:18][C:17]([CH3:20])=[CH:16][C:6]=1[O:7][C:8]1[CH:13]=[CH:12][C:11]([OH:14])=[CH:10][CH:9]=1)([CH3:4])([CH3:3])[CH3:2], predict the reactants needed to synthesize it. The reactants are: [C:1]([C:5]1[CH:19]=[CH:18][C:17]([CH3:20])=[CH:16][C:6]=1[O:7][C:8]1[CH:13]=[CH:12][C:11]([O:14]C)=[CH:10][CH:9]=1)([CH3:4])([CH3:3])[CH3:2].Cl.[NH+]1C=CC=CC=1. (2) Given the product [NH2:13][CH2:21][C:22]1[N:23]=[C:24]([C:28]#[C:29][C:30]2[C:31]([NH:36][C:37]3[CH:42]=[CH:41][C:40]([O:43][CH2:44][C:45]4[CH:50]=[CH:49][CH:48]=[C:47]([F:51])[CH:46]=4)=[C:39]([Cl:52])[CH:38]=3)=[N:32][CH:33]=[N:34][CH:35]=2)[CH:25]=[CH:26][CH:27]=1, predict the reactants needed to synthesize it. The reactants are: CS(Cl)(=O)=O.C(OC([N:13]([CH2:21][C:22]1[CH:27]=[CH:26][CH:25]=[C:24]([C:28]#[C:29][C:30]2[C:31]([NH:36][C:37]3[CH:42]=[CH:41][C:40]([O:43][CH2:44][C:45]4[CH:50]=[CH:49][CH:48]=[C:47]([F:51])[CH:46]=4)=[C:39]([Cl:52])[CH:38]=3)=[N:32][CH:33]=[N:34][CH:35]=2)[N:23]=1)C(OC(C)(C)C)=O)=O)(C)(C)C.ClC1C=C(C=CC=1OCC1C=CC=C(F)C=1)NC1C(C#CC2N=C(CO)C=CC=2)=CN=CN=1.[H-].[Na+].C(NC(OC(C)(C)C)=O)(OC(C)(C)C)=O.S([O-])(=O)(=O)C. (3) Given the product [Cl:1][C:2]1[CH:3]=[N:4][CH:5]=[C:6]([Cl:27])[C:7]=1[NH:8][C:9]1[S:10][C:11]2[C:17]3[CH2:18][C:19]([CH3:22])([CH3:21])[O:20][C:16]=3[C:15]([C:23]([OH:25])=[O:24])=[CH:14][C:12]=2[N:13]=1, predict the reactants needed to synthesize it. The reactants are: [Cl:1][C:2]1[CH:3]=[N:4][CH:5]=[C:6]([Cl:27])[C:7]=1[NH:8][C:9]1[S:10][C:11]2[C:17]3[CH2:18][C:19]([CH3:22])([CH3:21])[O:20][C:16]=3[C:15]([C:23]([O:25]C)=[O:24])=[CH:14][C:12]=2[N:13]=1.[OH-].[Na+]. (4) Given the product [C:1]([C:5]1[S:9][C:8]([C@H:10]2[CH2:15][C@@H:14]([C:40](=[O:41])[CH2:39][C:38]([O:37][CH2:35][CH3:36])=[O:43])[CH2:13][CH2:12][N:11]2[C:19]([O:21][CH3:22])=[O:20])=[CH:7][CH:6]=1)([CH3:2])([CH3:4])[CH3:3], predict the reactants needed to synthesize it. The reactants are: [C:1]([C:5]1[S:9][C:8]([CH:10]2[CH2:15][CH:14](C(O)=O)[CH2:13][CH2:12][N:11]2[C:19]([O:21][CH3:22])=[O:20])=[CH:7][CH:6]=1)([CH3:4])([CH3:3])[CH3:2].N1(C(N2C=CN=C2)=O)C=CN=C1.[CH2:35]([O:37][C:38](=[O:43])[CH2:39][C:40](O)=[O:41])[CH3:36].[K].[Cl-].[Mg+2].[Cl-].Cl.